This data is from Forward reaction prediction with 1.9M reactions from USPTO patents (1976-2016). The task is: Predict the product of the given reaction. (1) Given the reactants [CH:1]12[CH2:10][CH:5]3[CH2:6][CH:7]([CH2:9][CH:3]([CH2:4]3)[CH:2]1[CH:11]=[O:12])[CH2:8]2.C12CC3CC(CC(C3)[C:14]1=[O:23])C2.ClCC([O-])=O.C=O.[OH-].[Na+], predict the reaction product. The product is: [CH:1]12[CH2:10][CH:5]3[CH2:6][CH:7]([CH2:9][CH:3]([CH2:4]3)[C:2]1([CH2:14][OH:23])[CH2:11][OH:12])[CH2:8]2. (2) Given the reactants C(OC([N:8]1[CH2:38][CH2:37][C:11]2([N:15]([CH3:16])[CH:14]([C:17]3[CH:22]=[CH:21][C:20]([CH:23]4[CH2:25][CH2:24]4)=[CH:19][CH:18]=3)[N:13]([CH2:26][CH2:27][C:28]3[CH:33]=[CH:32][C:31]([O:34][CH3:35])=[CH:30][CH:29]=3)[C:12]2=[O:36])[CH2:10][CH2:9]1)=O)(C)(C)C.FC(F)(F)C(O)=O.C([O-])(O)=O.[Na+], predict the reaction product. The product is: [CH:23]1([C:20]2[CH:21]=[CH:22][C:17]([CH:14]3[N:13]([CH2:26][CH2:27][C:28]4[CH:33]=[CH:32][C:31]([O:34][CH3:35])=[CH:30][CH:29]=4)[C:12](=[O:36])[C:11]4([CH2:10][CH2:9][NH:8][CH2:38][CH2:37]4)[N:15]3[CH3:16])=[CH:18][CH:19]=2)[CH2:25][CH2:24]1.